This data is from Experimental lipophilicity measurements (octanol/water distribution) for 4,200 compounds from AstraZeneca. The task is: Regression/Classification. Given a drug SMILES string, predict its absorption, distribution, metabolism, or excretion properties. Task type varies by dataset: regression for continuous measurements (e.g., permeability, clearance, half-life) or binary classification for categorical outcomes (e.g., BBB penetration, CYP inhibition). For this dataset (lipophilicity_astrazeneca), we predict Y. (1) The molecule is Cc1ccc(C(=O)Nc2nccs2)cc1-n1cnc2ccc(N3CCN(C)CC3)cc2c1=O. The Y is 2.56 logD. (2) The drug is COc1cccc2sc(NC(=O)c3ccccc3)nc12. The Y is 3.96 logD. (3) The drug is CN1CCCCC1CCN1c2ccccc2Sc2ccc([S+](C)[O-])cc21. The Y is 1.60 logD. (4) The drug is Cc1cccc(N(Cc2cc(F)c(F)cc2F)C(=O)O[C@H]2CN3CCC2CC3)c1. The Y is 2.24 logD. (5) The drug is CC(=O)Nc1ccc(O)cc1. The Y is 0.250 logD. (6) The Y is 0.900 logD. The drug is COc1cc2nc(N3CCN(C(=O)C4CCCO4)CC3)nc(N)c2cc1OC.